From a dataset of NCI-60 drug combinations with 297,098 pairs across 59 cell lines. Regression. Given two drug SMILES strings and cell line genomic features, predict the synergy score measuring deviation from expected non-interaction effect. (1) Drug 2: CCC1(C2=C(COC1=O)C(=O)N3CC4=CC5=C(C=CC(=C5CN(C)C)O)N=C4C3=C2)O.Cl. Cell line: CCRF-CEM. Drug 1: CC=C1C(=O)NC(C(=O)OC2CC(=O)NC(C(=O)NC(CSSCCC=C2)C(=O)N1)C(C)C)C(C)C. Synergy scores: CSS=87.0, Synergy_ZIP=1.97, Synergy_Bliss=2.56, Synergy_Loewe=0.617, Synergy_HSA=4.51. (2) Drug 1: CC1=C(C=C(C=C1)C(=O)NC2=CC(=CC(=C2)C(F)(F)F)N3C=C(N=C3)C)NC4=NC=CC(=N4)C5=CN=CC=C5. Drug 2: C1=CN(C=N1)CC(O)(P(=O)(O)O)P(=O)(O)O. Cell line: TK-10. Synergy scores: CSS=-2.05, Synergy_ZIP=4.04, Synergy_Bliss=2.00, Synergy_Loewe=-4.76, Synergy_HSA=-4.22. (3) Drug 1: CC12CCC(CC1=CCC3C2CCC4(C3CC=C4C5=CN=CC=C5)C)O. Drug 2: CC(C1=C(C=CC(=C1Cl)F)Cl)OC2=C(N=CC(=C2)C3=CN(N=C3)C4CCNCC4)N. Cell line: OVCAR-4. Synergy scores: CSS=10.5, Synergy_ZIP=-1.17, Synergy_Bliss=1.95, Synergy_Loewe=1.58, Synergy_HSA=1.35. (4) Synergy scores: CSS=3.91, Synergy_ZIP=-0.884, Synergy_Bliss=-0.916, Synergy_Loewe=-2.18, Synergy_HSA=-2.12. Cell line: OVCAR-4. Drug 1: C1=CC(=CC=C1C#N)C(C2=CC=C(C=C2)C#N)N3C=NC=N3. Drug 2: CS(=O)(=O)OCCCCOS(=O)(=O)C. (5) Drug 1: C1CCN(CC1)CCOC2=CC=C(C=C2)C(=O)C3=C(SC4=C3C=CC(=C4)O)C5=CC=C(C=C5)O. Drug 2: COC1=C2C(=CC3=C1OC=C3)C=CC(=O)O2. Cell line: TK-10. Synergy scores: CSS=-1.27, Synergy_ZIP=-0.632, Synergy_Bliss=-2.14, Synergy_Loewe=-2.80, Synergy_HSA=-2.92. (6) Drug 1: C1CCC(C(C1)N)N.C(=O)(C(=O)[O-])[O-].[Pt+4]. Drug 2: CC1C(C(CC(O1)OC2CC(CC3=C2C(=C4C(=C3O)C(=O)C5=CC=CC=C5C4=O)O)(C(=O)C)O)N)O. Cell line: HCC-2998. Synergy scores: CSS=63.2, Synergy_ZIP=-9.78, Synergy_Bliss=-7.57, Synergy_Loewe=-25.9, Synergy_HSA=-4.55. (7) Drug 1: CN1C(=O)N2C=NC(=C2N=N1)C(=O)N. Drug 2: CCC1=C2CN3C(=CC4=C(C3=O)COC(=O)C4(CC)O)C2=NC5=C1C=C(C=C5)O. Cell line: HL-60(TB). Synergy scores: CSS=19.9, Synergy_ZIP=-2.97, Synergy_Bliss=-0.653, Synergy_Loewe=-30.7, Synergy_HSA=-5.74.